From a dataset of Catalyst prediction with 721,799 reactions and 888 catalyst types from USPTO. Predict which catalyst facilitates the given reaction. (1) Reactant: [CH3:1][O:2][C:3]1[CH:8]=[CH:7][C:6]([S:9]([N:12]2[CH2:18][C:17]3[CH:19]=[CH:20][C:21]([C:23](OC)=[O:24])=[CH:22][C:16]=3[O:15][C@H:14]([CH3:27])[CH2:13]2)(=[O:11])=[O:10])=[CH:5][CH:4]=1.[OH-:28].[Na+].[NH2:30]O. Product: [OH:28][NH:30][C:23]([C:21]1[CH:20]=[CH:19][C:17]2[CH2:18][N:12]([S:9]([C:6]3[CH:7]=[CH:8][C:3]([O:2][CH3:1])=[CH:4][CH:5]=3)(=[O:11])=[O:10])[CH2:13][C@@H:14]([CH3:27])[O:15][C:16]=2[CH:22]=1)=[O:24]. The catalyst class is: 36. (2) Reactant: C([CH:3]([S+]1CCCC1)[C:4]([C:6]1[C:18]([CH3:19])=[CH:17][N:9]2[N:10]=[C:11]3[C:16]([CH:15]=[CH:14][CH:13]=[CH:12]3)=[C:8]2[C:7]=1[O:20][S:21]([C:24]([F:27])([F:26])[F:25])(=[O:23])=[O:22])=[O:5])#N.[OH:33]OS([O-])=O.[K+].CC[O:41][CH2:42]C. Product: [CH3:19][C:18]1[C:6]([C:4](=[O:5])[C:3]([O:41][CH3:42])=[O:33])=[C:7]([O:20][S:21]([C:24]([F:27])([F:25])[F:26])(=[O:22])=[O:23])[C:8]2[N:9]([CH:17]=1)[N:10]=[C:11]1[C:16]=2[CH:15]=[CH:14][CH:13]=[CH:12]1. The catalyst class is: 24.